This data is from Catalyst prediction with 721,799 reactions and 888 catalyst types from USPTO. The task is: Predict which catalyst facilitates the given reaction. (1) Reactant: [CH3:1][CH:2]([C:4]1[S:8][CH:7]=[C:6]([CH2:9][N:10]([C:12]([NH:14][C@H:15]([C:24]([NH:26][C@@H:27]([CH2:48][C:49]2[CH:50]=[CH:51][CH:52]=[CH:53][CH:54]=2)[CH2:28][CH2:29][C@@H:30]([NH:38][C:39]([O:41][CH2:42][C:43]2[S:47][CH:46]=[N:45][CH:44]=2)=[O:40])[CH2:31][C:32]2[CH:33]=[CH:34][CH:35]=[CH:36][CH:37]=2)=[O:25])[CH2:16][CH2:17][N:18]2[CH2:23][CH2:22][O:21][CH2:20][CH2:19]2)=[O:13])[CH3:11])[N:5]=1)[CH3:3].[BrH:55]. Product: [CH3:3][CH:2]([C:4]1[S:8][CH:7]=[C:6]([CH2:9][N:10]([C:12]([NH:14][C@H:15]([C:24]([NH:26][C@@H:27]([CH2:48][C:49]2[CH:54]=[CH:53][CH:52]=[CH:51][CH:50]=2)[CH2:28][CH2:29][C@@H:30]([NH:38][C:39]([O:41][CH2:42][C:43]2[S:47][CH:46]=[N:45][CH:44]=2)=[O:40])[CH2:31][C:32]2[CH:33]=[CH:34][CH:35]=[CH:36][CH:37]=2)=[O:25])[CH2:16][CH2:17][N:18]2[CH2:23][CH2:22][O:21][CH2:20][CH2:19]2)=[O:13])[CH3:11])[N:5]=1)[CH3:1].[BrH:55]. The catalyst class is: 194. (2) Reactant: [F:1][C:2]1[C:7]([CH2:8][O:9][C:10](=[O:12])[CH3:11])=[C:6]([NH:13][C:14]2[CH:19]=[CH:18][CH:17]=[CH:16][CH:15]=2)[C:5]([N+:20]([O-])=O)=[CH:4][CH:3]=1. Product: [NH2:20][C:5]1[C:6]([NH:13][C:14]2[CH:19]=[CH:18][CH:17]=[CH:16][CH:15]=2)=[C:7]([C:2]([F:1])=[CH:3][CH:4]=1)[CH2:8][O:9][C:10](=[O:12])[CH3:11]. The catalyst class is: 99. (3) Reactant: [F:1][C:2]1[CH:7]=[CH:6][C:5]([C:8]2[C:9]3[CH:16]=[CH:15][C:14]([O:17]C)=[CH:13][C:10]=3[S:11][CH:12]=2)=[CH:4][CH:3]=1.Br.[OH-].[Na+]. Product: [F:1][C:2]1[CH:7]=[CH:6][C:5]([C:8]2[C:9]3[CH:16]=[CH:15][C:14]([OH:17])=[CH:13][C:10]=3[S:11][CH:12]=2)=[CH:4][CH:3]=1. The catalyst class is: 86. (4) Reactant: Cl[C:2]1[N:7]=[C:6]([CH2:8][CH2:9][C:10]2[CH:15]=[CH:14][CH:13]=[CH:12][C:11]=2[C:16]2([C:19]([NH2:21])=[O:20])[CH2:18][CH2:17]2)[C:5]([Cl:22])=[CH:4][N:3]=1.[F:23][CH:24]([F:31])[N:25]1[CH:29]=[C:28]([NH2:30])[CH:27]=[N:26]1.O.C1(C)C=CC(S(O)(=O)=O)=CC=1. Product: [Cl:22][C:5]1[C:6]([CH2:8][CH2:9][C:10]2[CH:15]=[CH:14][CH:13]=[CH:12][C:11]=2[C:16]2([C:19]([NH2:21])=[O:20])[CH2:18][CH2:17]2)=[N:7][C:2]([NH:30][C:28]2[CH:27]=[N:26][N:25]([CH:24]([F:31])[F:23])[CH:29]=2)=[N:3][CH:4]=1. The catalyst class is: 12. (5) Reactant: [F:1][C:2]([F:22])([F:21])[O:3][C:4]1[CH:9]=[CH:8][C:7]([N:10]2[CH2:14][CH2:13][C:12]3([CH2:19][CH2:18][NH:17][CH2:16][CH2:15]3)[C:11]2=[O:20])=[CH:6][CH:5]=1.CCN(CC)CC.O=C(Cl)[O:32][C:33](Cl)(Cl)Cl.[CH2:38]([NH2:41])[CH2:39][CH3:40]. Product: [CH2:38]([NH:41][C:33]([N:17]1[CH2:16][CH2:15][C:12]2([C:11](=[O:20])[N:10]([C:7]3[CH:8]=[CH:9][C:4]([O:3][C:2]([F:1])([F:21])[F:22])=[CH:5][CH:6]=3)[CH2:14][CH2:13]2)[CH2:19][CH2:18]1)=[O:32])[CH2:39][CH3:40]. The catalyst class is: 2. (6) Product: [C:34]([NH:42][NH:43][C:16]([C:12]1[S:11][C:10]([NH:9][C:1](=[O:8])[C:2]2[CH:3]=[CH:4][CH:5]=[CH:6][CH:7]=2)=[N:14][C:13]=1[CH3:15])=[O:18])(=[O:41])[C:35]1[CH:40]=[CH:39][CH:38]=[CH:37][CH:36]=1. The catalyst class is: 13. Reactant: [C:1]([NH:9][C:10]1[S:11][C:12]([C:16]([OH:18])=O)=[C:13]([CH3:15])[N:14]=1)(=[O:8])[C:2]1[CH:7]=[CH:6][CH:5]=[CH:4][CH:3]=1.CN1CCOCC1.ClC(OCC(C)C)=O.[C:34]([NH:42][NH2:43])(=[O:41])[C:35]1[CH:40]=[CH:39][CH:38]=[CH:37][CH:36]=1. (7) Product: [CH3:5][C:6]1[C:7]([NH:12][S:13]([C:16]2[S:17][C:18]([CH3:43])=[CH:19][C:20]=2[C:21]2[CH:26]=[CH:25][C:24]([CH2:27][N:28]3[C:37]4[C:32](=[C:33]([CH2:40][CH3:41])[N:34]=[C:35]([CH2:38][CH3:39])[CH:36]=4)[CH:31]=[CH:30][C:29]3=[O:42])=[CH:23][CH:22]=2)(=[O:15])=[O:14])=[N:8][O:9][C:10]=1[CH3:11]. Reactant: C(O)C.Cl.[CH3:5][C:6]1[C:7]([N:12](COCCOC)[S:13]([C:16]2[S:17][C:18]([CH3:43])=[CH:19][C:20]=2[C:21]2[CH:26]=[CH:25][C:24]([CH2:27][N:28]3[C:37]4[C:32](=[C:33]([CH2:40][CH3:41])[N:34]=[C:35]([CH2:38][CH3:39])[CH:36]=4)[CH:31]=[CH:30][C:29]3=[O:42])=[CH:23][CH:22]=2)(=[O:15])=[O:14])=[N:8][O:9][C:10]=1[CH3:11].C(=O)(O)[O-].[Na+]. The catalyst class is: 6.